Dataset: Catalyst prediction with 721,799 reactions and 888 catalyst types from USPTO. Task: Predict which catalyst facilitates the given reaction. (1) Reactant: Cl.[NH2:2][C@@H:3]([CH2:5][OH:6])[CH3:4].N1C=CN=C1.[Si:12](Cl)([C:15]([CH3:18])([CH3:17])[CH3:16])([CH3:14])[CH3:13]. Product: [C:15]([Si:12]([CH3:14])([CH3:13])[O:6][CH2:5][C@H:3]([NH2:2])[CH3:4])([CH3:18])([CH3:17])[CH3:16]. The catalyst class is: 9. (2) Reactant: [Br-].[CH2:2]([O:4][C:5](=[O:9])[CH2:6][CH2:7][Zn+])[CH3:3].Br[C:11]1[CH:16]=[CH:15][C:14]([C:17]([F:20])([F:19])[F:18])=[CH:13][N:12]=1.C1(C)C=CC=CC=1. Product: [CH2:2]([O:4][C:5](=[O:9])[CH2:6][CH2:7][C:11]1[CH:16]=[CH:15][C:14]([C:17]([F:20])([F:19])[F:18])=[CH:13][N:12]=1)[CH3:3]. The catalyst class is: 602.